The task is: Predict the reactants needed to synthesize the given product.. This data is from Full USPTO retrosynthesis dataset with 1.9M reactions from patents (1976-2016). (1) The reactants are: [C:1]1([C:7]2[N:12]=[C:11]([C:13]3[CH:18]=[CH:17][CH:16]=[CH:15][CH:14]=3)[N:10]=[C:9]([C:19]3[CH:20]=[CH:21][CH:22]=[C:23]4[C:31]=3[NH:30][C:29]3[C:28]([C:32]5[CH:44]=[CH:43][C:42]6[C:41]7[C:36](=[CH:37][CH:38]=[C:39]([C:45]8[CH:50]=[CH:49][CH:48]=[CH:47][CH:46]=8)[CH:40]=7)[N:35]([C:51]7[CH:56]=[CH:55][CH:54]=[CH:53][CH:52]=7)[C:34]=6[CH:33]=5)=[CH:27][CH:26]=[CH:25][C:24]4=3)[N:8]=2)[CH:6]=[CH:5][CH:4]=[CH:3][CH:2]=1.Br[C:58]1[CH:63]=[CH:62][CH:61]=[CH:60][CH:59]=1.C(P(C(C)(C)C)C(C)(C)C)(C)(C)C.CC([O-])(C)C.[Na+]. Given the product [C:1]1([C:7]2[N:12]=[C:11]([C:13]3[CH:18]=[CH:17][CH:16]=[CH:15][CH:14]=3)[N:10]=[C:9]([C:19]3[CH:20]=[CH:21][CH:22]=[C:23]4[C:31]=3[N:30]([C:58]3[CH:63]=[CH:62][CH:61]=[CH:60][CH:59]=3)[C:29]3[C:28]([C:32]5[CH:44]=[CH:43][C:42]6[C:41]7[C:36](=[CH:37][CH:38]=[C:39]([C:45]8[CH:46]=[CH:47][CH:48]=[CH:49][CH:50]=8)[CH:40]=7)[N:35]([C:51]7[CH:52]=[CH:53][CH:54]=[CH:55][CH:56]=7)[C:34]=6[CH:33]=5)=[CH:27][CH:26]=[CH:25][C:24]4=3)[N:8]=2)[CH:2]=[CH:3][CH:4]=[CH:5][CH:6]=1, predict the reactants needed to synthesize it. (2) Given the product [Cl:17][C:18]1[C:26]([C:27]([F:28])([F:29])[F:30])=[CH:25][CH:24]=[CH:23][C:19]=1[C:20]([NH:16][C@@H:9]([C:10]1[CH:15]=[CH:14][CH:13]=[CH:12][CH:11]=1)[CH2:8][N:4]1[CH2:5][CH2:6][CH2:7][CH:3]1[CH2:1][CH3:2])=[O:21], predict the reactants needed to synthesize it. The reactants are: [CH2:1]([CH:3]1[CH2:7][CH2:6][CH2:5][N:4]1[CH2:8][C@@H:9]([NH2:16])[C:10]1[CH:15]=[CH:14][CH:13]=[CH:12][CH:11]=1)[CH3:2].[Cl:17][C:18]1[C:26]([C:27]([F:30])([F:29])[F:28])=[CH:25][CH:24]=[CH:23][C:19]=1[C:20](O)=[O:21]. (3) Given the product [Cl:17][C:18]1[CH:19]=[C:20]([CH2:24][CH2:25][NH:26][CH2:13][C:12]2[CH:15]=[CH:16][C:9]([C:1]#[C:2][CH2:3][CH2:4][CH2:5][CH2:6][CH2:7][CH3:8])=[CH:10][CH:11]=2)[CH:21]=[CH:22][CH:23]=1, predict the reactants needed to synthesize it. The reactants are: [C:1]([C:9]1[CH:16]=[CH:15][C:12]([CH:13]=O)=[CH:11][CH:10]=1)#[C:2][CH2:3][CH2:4][CH2:5][CH2:6][CH2:7][CH3:8].[Cl:17][C:18]1[CH:19]=[C:20]([CH2:24][CH2:25][NH2:26])[CH:21]=[CH:22][CH:23]=1. (4) Given the product [NH2:23][C@:19]1([CH2:20][OH:21])[CH2:25][CH2:26][C@H:17]([C:12]2[CH:11]=[CH:10][C:9]3[CH2:8][C@H:7]([CH2:6][CH2:5][CH2:4][O:3][CH2:1][CH3:2])[CH2:16][CH2:15][C:14]=3[CH:13]=2)[CH2:18]1, predict the reactants needed to synthesize it. The reactants are: [CH2:1]([O:3][CH2:4][CH2:5][CH2:6][C@@H:7]1[CH2:16][CH2:15][C:14]2[CH:13]=[C:12]([C@H:17]3[CH2:26][CH2:25][C@@:19]4([NH:23]C(=O)[O:21][CH2:20]4)[CH2:18]3)[CH:11]=[CH:10][C:9]=2[CH2:8]1)[CH3:2].[OH-].[Li+].